Dataset: hERG Central: cardiac toxicity at 1µM, 10µM, and general inhibition. Task: Predict hERG channel inhibition at various concentrations. (1) Results: hERG_inhib (hERG inhibition (general)): blocker. The compound is Cc1c(CCOC(=O)c2ccc([N+](=O)[O-])cc2)sc[n+]1CC(=O)c1ccccc1.[Br-]. (2) The compound is Cc1ncc([N+](=O)[O-])n1CCOC(=O)NC(Nc1ccc(F)cc1)C(Cl)(Cl)Cl. Results: hERG_inhib (hERG inhibition (general)): blocker. (3) The molecule is CCCN(CCC)CCCNC(=O)c1cn(C)c2ccc(S(=O)(=O)N(C)C3CCCCC3)cc2c1=O. Results: hERG_inhib (hERG inhibition (general)): blocker. (4) The compound is C=CCNC(=O)c1cn(CC)c2cc(N3CCN(C(=O)c4ccco4)CC3)c(F)cc2c1=O. Results: hERG_inhib (hERG inhibition (general)): blocker. (5) The drug is CN(C)CCCNCC(=O)Nc1ccc(Cl)cc1C(=O)c1ccccc1.O=C(O)C(=O)O. Results: hERG_inhib (hERG inhibition (general)): blocker. (6) The drug is Cc1cc(C)c(CN2CCN(Cc3ccc(C)o3)C(CCO)C2)c(-n2cccn2)c1. Results: hERG_inhib (hERG inhibition (general)): blocker. (7) The molecule is CCC(=O)c1cc(F)c(N2CCN(C(=O)Cc3ccccc3)CC2)cc1C. Results: hERG_inhib (hERG inhibition (general)): blocker.